Dataset: Peptide-MHC class II binding affinity with 134,281 pairs from IEDB. Task: Regression. Given a peptide amino acid sequence and an MHC pseudo amino acid sequence, predict their binding affinity value. This is MHC class II binding data. The peptide sequence is AQMNQAFRNIVNMLH. The MHC is HLA-DPA10201-DPB10501 with pseudo-sequence HLA-DPA10201-DPB10501. The binding affinity (normalized) is 0.168.